From a dataset of Full USPTO retrosynthesis dataset with 1.9M reactions from patents (1976-2016). Predict the reactants needed to synthesize the given product. Given the product [C:1]([C:3]1[CH:4]=[C:5]([CH:20]=[CH:21][CH:22]=1)[CH2:6][N:7]1[CH2:12][CH2:11][N:10]([C:13]2[CH:18]=[CH:17][C:16]([NH:19][C:40]([C:28]3[C:29]([C:30]4[CH:35]=[CH:34][C:33]([C:36]([F:37])([F:39])[F:38])=[CH:32][CH:31]=4)=[C:24]([CH3:23])[CH:25]=[CH:26][CH:27]=3)=[O:41])=[CH:15][CH:14]=2)[CH2:9][CH2:8]1)#[N:2], predict the reactants needed to synthesize it. The reactants are: [C:1]([C:3]1[CH:4]=[C:5]([CH:20]=[CH:21][CH:22]=1)[CH2:6][N:7]1[CH2:12][CH2:11][N:10]([C:13]2[CH:18]=[CH:17][C:16]([NH2:19])=[CH:15][CH:14]=2)[CH2:9][CH2:8]1)#[N:2].[CH3:23][C:24]1[CH:25]=[CH:26][CH:27]=[C:28]([C:40](O)=[O:41])[C:29]=1[C:30]1[CH:35]=[CH:34][C:33]([C:36]([F:39])([F:38])[F:37])=[CH:32][CH:31]=1.C1C=CC2N(O)N=NC=2C=1.CCN=C=NCCCN(C)C.Cl.